Task: Predict the product of the given reaction.. Dataset: Forward reaction prediction with 1.9M reactions from USPTO patents (1976-2016) (1) Given the reactants [CH2:1]([N:8]1[C:12]2[CH:13]=[C:14]([F:18])[C:15]([F:17])=[CH:16][C:11]=2[N:10]=[C:9]1[C:19]1[CH:24]=[CH:23][C:22]([Cl:25])=[CH:21][C:20]=1[OH:26])[C:2]1[CH:7]=[CH:6][CH:5]=[CH:4][CH:3]=1.Br[CH2:28][CH:29]1[CH2:31][CH2:30]1, predict the reaction product. The product is: [CH2:1]([N:8]1[C:12]2[CH:13]=[C:14]([F:18])[C:15]([F:17])=[CH:16][C:11]=2[N:10]=[C:9]1[C:19]1[CH:24]=[CH:23][C:22]([Cl:25])=[CH:21][C:20]=1[O:26][CH2:28][CH:29]1[CH2:31][CH2:30]1)[C:2]1[CH:7]=[CH:6][CH:5]=[CH:4][CH:3]=1. (2) Given the reactants [OH:1][C:2]1[CH:3]=[C:4]([CH:7]=[CH:8][CH:9]=1)[CH:5]=[O:6].Cl[C:11]1[N:16]=[CH:15][CH:14]=[CH:13][N:12]=1.C([O-])([O-])=O.[K+].[K+].O, predict the reaction product. The product is: [N:12]1[CH:13]=[CH:14][CH:15]=[N:16][C:11]=1[O:1][C:2]1[CH:3]=[C:4]([CH:7]=[CH:8][CH:9]=1)[CH:5]=[O:6]. (3) Given the reactants C[O:2][C:3]([C:5]1[CH:39]=[CH:38][C:8]2[N:9](C(OC(C)(C)C)=O)[C:10]([NH:12][CH2:13][CH:14]3[CH2:19][CH2:18][N:17]([CH2:20][C:21]4[C:30]5[C:25](=[CH:26][CH:27]=[CH:28][CH:29]=5)[CH:24]=[CH:23][CH:22]=4)[CH2:16][CH2:15]3)=[N:11][C:7]=2[CH:6]=1)=O.[H-].[Li+].[Al+3].[H-].[H-].[H-].S([O-])([O-])(=O)=O.[Na+].[Na+], predict the reaction product. The product is: [C:21]1([CH2:20][N:17]2[CH2:16][CH2:15][CH:14]([CH2:13][NH:12][C:10]3[NH:9][C:8]4[CH:38]=[CH:39][C:5]([CH2:3][OH:2])=[CH:6][C:7]=4[N:11]=3)[CH2:19][CH2:18]2)[C:30]2[C:25](=[CH:26][CH:27]=[CH:28][CH:29]=2)[CH:24]=[CH:23][CH:22]=1. (4) Given the reactants [C:1]([O:5][C:6]([N:8]1[CH2:13][C:12](=[O:14])[NH:11][C@@H:10]([CH2:15][OH:16])[CH2:9]1)=[O:7])([CH3:4])([CH3:3])[CH3:2].I[C:18]1[CH:27]=[CH:26][C:21]([C:22]([O:24][CH3:25])=[O:23])=[CH:20][CH:19]=1, predict the reaction product. The product is: [C:1]([O:5][C:6]([N:8]1[CH2:13][C:12](=[O:14])[N:11]([C:18]2[CH:27]=[CH:26][C:21]([C:22]([O:24][CH3:25])=[O:23])=[CH:20][CH:19]=2)[C@@H:10]([CH2:15][OH:16])[CH2:9]1)=[O:7])([CH3:4])([CH3:3])[CH3:2]. (5) Given the reactants [C:1]([C:3]1[CH:4]=[N:5][C:6]2[C:11]([C:12]=1O)=[C:10](F)[CH:9]=[C:8]([F:15])[CH:7]=2)#[N:2].[CH3:16][N:17]1[CH2:22][CH2:21][CH:20]([OH:23])[CH2:19][CH2:18]1.CC(C)([O-:27])C.[K+].C(O)(=O)C, predict the reaction product. The product is: [C:1]([C:3]1[C:4]([OH:27])=[N:5][C:6]2[C:11]([CH:12]=1)=[C:10]([O:23][CH:20]1[CH2:21][CH2:22][N:17]([CH3:16])[CH2:18][CH2:19]1)[CH:9]=[C:8]([F:15])[CH:7]=2)#[N:2]. (6) Given the reactants [NH:1]1[C:9]2[C:4](=[CH:5][CH:6]=[CH:7][CH:8]=2)[CH:3]=[CH:2]1.[H-].[Na+].[CH3:12][C:13]1[CH:20]=[C:19]([CH3:21])[CH:18]=[C:17]([CH3:22])[C:14]=1[CH2:15]Cl.O, predict the reaction product. The product is: [CH3:12][C:13]1[CH:20]=[C:19]([CH3:21])[CH:18]=[C:17]([CH3:22])[C:14]=1[CH2:15][N:1]1[C:9]2[C:4](=[CH:5][CH:6]=[CH:7][CH:8]=2)[CH:3]=[CH:2]1. (7) Given the reactants [CH2:1]=[C:2]1[O:6][C:4](=[O:5])[CH2:3]1.Cl.[CH3:8][O:9][C:10](=[O:15])[C@H:11]([CH2:13][OH:14])[NH2:12].C([O-])(O)=O.[Na+], predict the reaction product. The product is: [O:6]=[C:2]([CH3:1])[CH2:3][C:4]([NH:12][C@H:11]([C:10]([O:9][CH3:8])=[O:15])[CH2:13][OH:14])=[O:5]. (8) Given the reactants [CH3:1][O:2][C:3]1[CH:4]=[C:5]([CH:22]=[CH:23][C:24]=1[O:25][CH3:26])[CH2:6][N:7]([CH2:18][C:19](Cl)=[O:20])[S:8]([C:11]1[CH:16]=[CH:15][C:14]([CH3:17])=[CH:13][CH:12]=1)(=[O:10])=[O:9].[Al+3].[Cl-].[Cl-].[Cl-], predict the reaction product. The product is: [CH3:26][O:25][C:24]1[CH:23]=[C:22]2[C:5](=[CH:4][C:3]=1[O:2][CH3:1])[CH2:6][N:7]([S:8]([C:11]1[CH:16]=[CH:15][C:14]([CH3:17])=[CH:13][CH:12]=1)(=[O:10])=[O:9])[CH2:18][C:19]2=[O:20]. (9) Given the reactants C([O:3][C:4](=O)[CH2:5][CH:6]1[S:10][C:9]([C:11]2[NH:12][C:13]3[C:18]([CH:19]=2)=[CH:17][CH:16]=[CH:15][C:14]=3[N:20]([S:22]([C:25]2[CH:30]=[CH:29][CH:28]=[CH:27][C:26]=2[O:31][CH3:32])(=[O:24])=[O:23])[CH3:21])=[N:8][CH2:7]1)C.[BH4-].[Li+].O1CCCC1.C(O)(=O)CC(CC(O)=O)(C(O)=O)O, predict the reaction product. The product is: [OH:3][CH2:4][CH2:5][CH:6]1[S:10][C:9]([C:11]2[NH:12][C:13]3[C:18]([CH:19]=2)=[CH:17][CH:16]=[CH:15][C:14]=3[N:20]([CH3:21])[S:22]([C:25]2[CH:30]=[CH:29][CH:28]=[CH:27][C:26]=2[O:31][CH3:32])(=[O:24])=[O:23])=[N:8][CH2:7]1.